Dataset: Catalyst prediction with 721,799 reactions and 888 catalyst types from USPTO. Task: Predict which catalyst facilitates the given reaction. (1) Reactant: C([C:3]([CH2:14][CH3:15])(P(=O)=O)[C:4]([O:6][C:7]([CH3:10])([CH3:9])[CH3:8])=[O:5])C.[H-].[Na+].O=C1C[CH2:23][CH:22]([C:25]2[CH:35]=[CH:34][C:28]([C:29]([O:31][CH2:32][CH3:33])=[O:30])=[CH:27][CH:26]=2)[CH2:21][CH2:20]1. Product: [C:7]([O:6][C:4]([CH:3]=[C:14]1[CH2:15][CH2:23][CH:22]([C:25]2[CH:26]=[CH:27][C:28]([C:29]([O:31][CH2:32][CH3:33])=[O:30])=[CH:34][CH:35]=2)[CH2:21][CH2:20]1)=[O:5])([CH3:8])([CH3:9])[CH3:10]. The catalyst class is: 9. (2) Reactant: [CH2:1]([C@H:8]1[N:13]([C:14]([C:16]2[N:17]=[CH:18][N:19]([CH:27]3[CH2:32][CH2:31][CH2:30][CH2:29][C:28]3=[O:33])[C:20]=2[C:21]2[CH:26]=[CH:25][CH:24]=[CH:23][CH:22]=2)=[O:15])[CH2:12][CH2:11][N:10]([C:34]([O:36][C:37]([CH3:40])([CH3:39])[CH3:38])=[O:35])[CH2:9]1)[C:2]1[CH:7]=[CH:6][CH:5]=[CH:4][CH:3]=1.C[Si](C)(C)[C:43]([F:46])([F:45])[F:44].CCCC[N+](CCCC)(CCCC)CCCC.[F-]. Product: [CH2:1]([C@H:8]1[N:13]([C:14]([C:16]2[N:17]=[CH:18][N:19]([CH:27]3[CH2:32][CH2:31][CH2:30][CH2:29][C:28]3([OH:33])[C:43]([F:46])([F:45])[F:44])[C:20]=2[C:21]2[CH:26]=[CH:25][CH:24]=[CH:23][CH:22]=2)=[O:15])[CH2:12][CH2:11][N:10]([C:34]([O:36][C:37]([CH3:40])([CH3:39])[CH3:38])=[O:35])[CH2:9]1)[C:2]1[CH:7]=[CH:6][CH:5]=[CH:4][CH:3]=1. The catalyst class is: 1. (3) Reactant: [CH2:1]([N:5]1[C:13]2[N:12](C3CCCCO3)[CH:11]=[N:10][C:9]=2[C:8]2=[N:20][N:21]=[CH:22][N:7]2[C:6]1=[O:23])[CH:2]([CH3:4])[CH3:3].C(O)(C(F)(F)F)=O. Product: [CH2:1]([N:5]1[C:13]2[NH:12][CH:11]=[N:10][C:9]=2[C:8]2=[N:20][N:21]=[CH:22][N:7]2[C:6]1=[O:23])[CH:2]([CH3:4])[CH3:3]. The catalyst class is: 2. (4) Product: [F:44][C:34]1[CH:33]=[C:32]([C:30]2[O:29][N:28]=[C:27]([C:24]3[CH:25]=[CH:26][C:21]([CH2:20][N:17]4[CH2:16][CH2:15][C:14]([C:45](=[O:53])[NH:46][N:47]5[CH2:52][CH2:51][CH2:50][CH2:49][CH2:48]5)([C:12]([OH:13])=[O:11])[CH2:19][CH2:18]4)=[CH:22][CH:23]=3)[N:31]=2)[CH:37]=[CH:36][C:35]=1[C:38]1[CH:43]=[CH:42][CH:41]=[CH:40][CH:39]=1. The catalyst class is: 132. Reactant: O.[OH-].[Li+].C([O:11][C:12]([C:14]1([C:45](=[O:53])[NH:46][N:47]2[CH2:52][CH2:51][CH2:50][CH2:49][CH2:48]2)[CH2:19][CH2:18][N:17]([CH2:20][C:21]2[CH:26]=[CH:25][C:24]([C:27]3[N:31]=[C:30]([C:32]4[CH:37]=[CH:36][C:35]([C:38]5[CH:43]=[CH:42][CH:41]=[CH:40][CH:39]=5)=[C:34]([F:44])[CH:33]=4)[O:29][N:28]=3)=[CH:23][CH:22]=2)[CH2:16][CH2:15]1)=[O:13])C1C=CC=CC=1. (5) Reactant: [CH2:1]([O:3][C:4]([C:6]1[C:7]([OH:25])=[C:8]2[C:14]([Br:15])=[C:13]([Br:16])[N:12]([CH2:17][C:18]3[CH:23]=[CH:22][C:21]([F:24])=[CH:20][CH:19]=3)[C:9]2=[CH:10][N:11]=1)=[O:5])[CH3:2].[C:26](OC(=O)C)(=[O:28])[CH3:27]. Product: [CH2:1]([O:3][C:4]([C:6]1[C:7]([O:25][C:26](=[O:28])[CH3:27])=[C:8]2[C:14]([Br:15])=[C:13]([Br:16])[N:12]([CH2:17][C:18]3[CH:23]=[CH:22][C:21]([F:24])=[CH:20][CH:19]=3)[C:9]2=[CH:10][N:11]=1)=[O:5])[CH3:2]. The catalyst class is: 66. (6) Reactant: [CH:1]1([CH2:4][NH:5][C:6]([C:8]2[N:9]=[C:10]([C:24]([F:27])([F:26])[F:25])[N:11]3[CH2:16][CH2:15][N:14](C(OC(C)(C)C)=O)[CH2:13][C:12]=23)=[O:7])[CH2:3][CH2:2]1.[ClH:28]. Product: [ClH:28].[CH:1]1([CH2:4][NH:5][C:6]([C:8]2[N:9]=[C:10]([C:24]([F:25])([F:26])[F:27])[N:11]3[CH2:16][CH2:15][NH:14][CH2:13][C:12]=23)=[O:7])[CH2:3][CH2:2]1. The catalyst class is: 12.